Dataset: Reaction yield outcomes from USPTO patents with 853,638 reactions. Task: Predict the reaction yield, written as a fraction of the theoretical maximum amount of product (1.0 means a 100% yield; for example, 0.34 means a 34% yield). The reactants are [C:1]([O:5][C:6]([N:8]1[CH2:13][CH2:12][O:11][C:10]2[CH:14]=[CH:15][CH:16]=[N:17][C:9]1=2)=[O:7])([CH3:4])([CH3:3])[CH3:2].[Br:18]Br. The catalyst is CO. The product is [C:1]([O:5][C:6]([N:8]1[CH2:13][CH2:12][O:11][C:10]2[CH:14]=[C:15]([Br:18])[CH:16]=[N:17][C:9]1=2)=[O:7])([CH3:4])([CH3:2])[CH3:3]. The yield is 0.480.